Dataset: Catalyst prediction with 721,799 reactions and 888 catalyst types from USPTO. Task: Predict which catalyst facilitates the given reaction. (1) Reactant: [OH-].[Na+].Cl.[CH2:4]([O:6][CH2:7][C:8]([NH:10][C:11]1[CH:12]=[N:13][C:14]2[C:19]([C:20]=1[NH:21][CH2:22][C:23]1([C:29]([O:31]CC)=[O:30])[CH2:28][CH2:27][CH2:26][CH2:25][CH2:24]1)=[CH:18][CH:17]=[CH:16][CH:15]=2)=O)[CH3:5]. Product: [CH2:4]([O:6][CH2:7][C:8]1[N:21]([CH2:22][C:23]2([C:29]([OH:31])=[O:30])[CH2:24][CH2:25][CH2:26][CH2:27][CH2:28]2)[C:20]2[C:19]3[CH:18]=[CH:17][CH:16]=[CH:15][C:14]=3[N:13]=[CH:12][C:11]=2[N:10]=1)[CH3:5]. The catalyst class is: 40. (2) Reactant: [CH2:1]([C:5]1[C:14]([CH2:15][NH:16][C:17](=[O:23])[O:18][C:19]([CH3:22])([CH3:21])[CH3:20])=[C:13]([C:24]2[CH:29]=[CH:28][C:27]([CH3:30])=[CH:26][CH:25]=2)[C:12]2[C:7](=[CH:8][CH:9]=[C:10]([C:31]3[N:32]=[N:33][NH:34][N:35]=3)[CH:11]=2)[N:6]=1)[CH:2]([CH3:4])[CH3:3].Cl[CH2:37][C:38]([NH2:40])=[O:39].C(=O)([O-])[O-].[K+].[K+]. Product: [NH2:40][C:38](=[O:39])[CH2:37][N:33]1[N:34]=[N:35][C:31]([C:10]2[CH:11]=[C:12]3[C:7](=[CH:8][CH:9]=2)[N:6]=[C:5]([CH2:1][CH:2]([CH3:4])[CH3:3])[C:14]([CH2:15][NH:16][C:17](=[O:23])[O:18][C:19]([CH3:21])([CH3:22])[CH3:20])=[C:13]3[C:24]2[CH:25]=[CH:26][C:27]([CH3:30])=[CH:28][CH:29]=2)=[N:32]1. The catalyst class is: 9. (3) Reactant: O.[OH-].[Li+].[F:4][C:5]1[CH:10]=[CH:9][C:8]([NH:11][C:12]2[C:13]3[CH:20]=[C:19]([C:21]([O:23]C)=[O:22])[S:18][C:14]=3[N:15]=[CH:16][N:17]=2)=[C:7]([O:25][CH:26]2[CH2:31][CH2:30][O:29][CH2:28][CH2:27]2)[CH:6]=1.Cl. Product: [F:4][C:5]1[CH:10]=[CH:9][C:8]([NH:11][C:12]2[C:13]3[CH:20]=[C:19]([C:21]([OH:23])=[O:22])[S:18][C:14]=3[N:15]=[CH:16][N:17]=2)=[C:7]([O:25][CH:26]2[CH2:27][CH2:28][O:29][CH2:30][CH2:31]2)[CH:6]=1. The catalyst class is: 20. (4) Reactant: [C:1]([O:5][C:6]([N:8]1[CH2:13][CH2:12][CH:11]([NH:14][C:15]2[CH:20]=[CH:19][CH:18]=[CH:17][C:16]=2[O:21][CH2:22][C:23](O)=[O:24])[CH2:10][CH2:9]1)=[O:7])([CH3:4])([CH3:3])[CH3:2].S(Cl)(Cl)=O.C(N(CC)CC)C.O. Product: [C:1]([O:5][C:6]([N:8]1[CH2:13][CH2:12][CH:11]([N:14]2[C:15]3[CH:20]=[CH:19][CH:18]=[CH:17][C:16]=3[O:21][CH2:22][C:23]2=[O:24])[CH2:10][CH2:9]1)=[O:7])([CH3:2])([CH3:4])[CH3:3]. The catalyst class is: 68. (5) Reactant: CCN(C(C)C)C(C)C.[C:10]1([C:16]2[NH:20][N:19]=[C:18]([C:21]([NH:23][CH2:24][C:25]([OH:27])=O)=[O:22])[CH:17]=2)[CH:15]=[CH:14][CH:13]=[CH:12][CH:11]=1.C1C=CC2N(O)N=NC=2C=1.CCN=C=NCCCN(C)C.Cl.Cl.[C:51]1([CH3:64])[CH:56]=[CH:55][CH:54]=[C:53]([O:57][CH:58]2[CH2:63][CH2:62][NH:61][CH2:60][CH2:59]2)[CH:52]=1.Cl.ClC1C=CC=CC=1OC1CCNCC1. Product: [O:27]=[C:25]([N:61]1[CH2:62][CH2:63][CH:58]([O:57][C:53]2[CH:52]=[C:51]([CH3:64])[CH:56]=[CH:55][CH:54]=2)[CH2:59][CH2:60]1)[CH2:24][NH:23][C:21]([C:18]1[CH:17]=[C:16]([C:10]2[CH:11]=[CH:12][CH:13]=[CH:14][CH:15]=2)[NH:20][N:19]=1)=[O:22]. The catalyst class is: 18. (6) Reactant: [F:1][C:2]1[CH:7]=[C:6]([O:8][C:9]2[C:10]3[N:17]([CH3:18])[CH:16]=[CH:15][C:11]=3[N:12]=[CH:13][N:14]=2)[CH:5]=[CH:4][C:3]=1[NH:19][C:20]([NH:22][C:23]1[CH:28]=[CH:27][CH:26]=[C:25]([C:29]([F:32])([F:31])[F:30])[CH:24]=1)=[O:21].[BrH:33]. Product: [BrH:33].[F:1][C:2]1[CH:7]=[C:6]([O:8][C:9]2[C:10]3[N:17]([CH3:18])[CH:16]=[CH:15][C:11]=3[N:12]=[CH:13][N:14]=2)[CH:5]=[CH:4][C:3]=1[NH:19][C:20]([NH:22][C:23]1[CH:28]=[CH:27][CH:26]=[C:25]([C:29]([F:31])([F:30])[F:32])[CH:24]=1)=[O:21]. The catalyst class is: 8. (7) Reactant: [CH:1]1[C:10]2[C:5](=[CH:6][CH:7]=[CH:8][CH:9]=2)[CH:4]=[CH:3][C:2]=1[CH2:11][NH2:12].[CH:13]1([C:16](=O)[CH3:17])[CH2:15][CH2:14]1.CC(O)=O.[Na]. Product: [CH:13]1([CH:16]([NH:12][CH2:11][C:2]2[CH:3]=[CH:4][C:5]3[C:10](=[CH:9][CH:8]=[CH:7][CH:6]=3)[CH:1]=2)[CH3:17])[CH2:15][CH2:14]1. The catalyst class is: 2. (8) Reactant: [CH:1]([C:4]1[C:8]([CH2:9][CH2:10][CH2:11][OH:12])=[CH:7][N:6]([C:13]2[CH:18]=[CH:17][C:16]([C:19]([F:22])([F:21])[F:20])=[CH:15][N:14]=2)[N:5]=1)([CH3:3])[CH3:2].O[C:24]1[C:29]([CH2:30][C:31]([O:33]C)=[O:32])=[C:28]([O:35][CH3:36])[CH:27]=[CH:26][CH:25]=1.C(P(CCCC)CCCC)CCC.N(C(N1CCCCC1)=O)=NC(N1CCCCC1)=O. Product: [CH:1]([C:4]1[C:8]([CH2:9][CH2:10][CH2:11][O:12][C:24]2[CH:25]=[CH:26][CH:27]=[C:28]([O:35][CH3:36])[C:29]=2[CH2:30][C:31]([OH:33])=[O:32])=[CH:7][N:6]([C:13]2[CH:18]=[CH:17][C:16]([C:19]([F:21])([F:20])[F:22])=[CH:15][N:14]=2)[N:5]=1)([CH3:3])[CH3:2]. The catalyst class is: 7. (9) Reactant: [C:1]([C:3]1[CH:4]=[CH:5][C:6]2[O:10][C:9]([CH:11]([C:17]3[C:25]([O:26][CH3:27])=[CH:24][C:23]([CH3:28])=[C:22]4[C:18]=3[CH:19]=[CH:20][N:21]4[C:29]([O:31][C:32]([CH3:35])([CH3:34])[CH3:33])=[O:30])[C:12]([O:14][CH2:15][CH3:16])=[O:13])=[N:8][C:7]=2[CH:36]=1)#[N:2].[CH3:37]I.[H-].[Na+]. Product: [C:1]([C:3]1[CH:4]=[CH:5][C:6]2[O:10][C:9]([C:11]([C:17]3[C:25]([O:26][CH3:27])=[CH:24][C:23]([CH3:28])=[C:22]4[C:18]=3[CH:19]=[CH:20][N:21]4[C:29]([O:31][C:32]([CH3:35])([CH3:34])[CH3:33])=[O:30])([CH3:37])[C:12]([O:14][CH2:15][CH3:16])=[O:13])=[N:8][C:7]=2[CH:36]=1)#[N:2]. The catalyst class is: 3.